Dataset: Peptide-MHC class I binding affinity with 185,985 pairs from IEDB/IMGT. Task: Regression. Given a peptide amino acid sequence and an MHC pseudo amino acid sequence, predict their binding affinity value. This is MHC class I binding data. (1) The peptide sequence is GQMYNMNTL. The MHC is HLA-A80:01 with pseudo-sequence HLA-A80:01. The binding affinity (normalized) is 0.0847. (2) The peptide sequence is TKDETREQL. The MHC is HLA-B15:17 with pseudo-sequence HLA-B15:17. The binding affinity (normalized) is 0.0847. (3) The peptide sequence is LVSFLLLAGR. The MHC is HLA-A33:01 with pseudo-sequence HLA-A33:01. The binding affinity (normalized) is 0.536.